Dataset: Forward reaction prediction with 1.9M reactions from USPTO patents (1976-2016). Task: Predict the product of the given reaction. (1) Given the reactants [N:1]1[O:5][N:4]=[C:3]2[C:6]([S:10](Cl)(=[O:12])=[O:11])=[CH:7][CH:8]=[CH:9][C:2]=12.[CH3:14][O:15][C:16](=[O:37])[CH2:17][C:18]1[CH:23]=[CH:22][CH:21]=[C:20]([CH2:24][NH:25][CH2:26][C:27]2[CH:32]=[CH:31][C:30]([CH2:33][CH2:34][CH2:35][CH3:36])=[CH:29][CH:28]=2)[CH:19]=1.C(N(CC)C(C)C)(C)C, predict the reaction product. The product is: [CH3:14][O:15][C:16](=[O:37])[CH2:17][C:18]1[CH:23]=[CH:22][CH:21]=[C:20]([CH2:24][N:25]([S:10]([C:6]2[C:3]3=[N:4][O:5][N:1]=[C:2]3[CH:9]=[CH:8][CH:7]=2)(=[O:12])=[O:11])[CH2:26][C:27]2[CH:32]=[CH:31][C:30]([CH2:33][CH2:34][CH2:35][CH3:36])=[CH:29][CH:28]=2)[CH:19]=1. (2) Given the reactants [Cl:1][C:2]1[CH:7]=[C:6]([CH2:8][CH2:9][NH:10][C:11]2[N:16]=[C:15]([C:17]3[CH:22]=[CH:21][CH:20]=[C:19]([CH2:23][NH:24][CH:25]([CH3:27])[CH3:26])[CH:18]=3)[CH:14]=[CH:13][N:12]=2)[CH:5]=[CH:4][C:3]=1[OH:28].[C:29](O)(=[O:36])[C:30]1[CH:35]=[CH:34][N:33]=[CH:32][CH:31]=1, predict the reaction product. The product is: [Cl:1][C:2]1[CH:7]=[C:6]([CH2:8][CH2:9][NH:10][C:11]2[N:16]=[C:15]([C:17]3[CH:18]=[C:19]([CH:20]=[CH:21][CH:22]=3)[CH2:23][N:24]([CH:25]([CH3:26])[CH3:27])[C:29](=[O:36])[C:30]3[CH:35]=[CH:34][N:33]=[CH:32][CH:31]=3)[CH:14]=[CH:13][N:12]=2)[CH:5]=[CH:4][C:3]=1[OH:28].